Dataset: Catalyst prediction with 721,799 reactions and 888 catalyst types from USPTO. Task: Predict which catalyst facilitates the given reaction. Reactant: [C:1]([O:5][C:6]([NH:8][C@@H:9]([CH2:20][C:21]1[CH:26]=[CH:25][C:24](B2OC(C)(C)C(C)(C)O2)=[CH:23][CH:22]=1)[C:10]([O:12][CH2:13][C:14]1[CH:19]=[CH:18][CH:17]=[CH:16][CH:15]=1)=[O:11])=[O:7])([CH3:4])([CH3:3])[CH3:2].[C:36]([N:40]1[C:44](=[O:45])[CH:43]=[C:42](Cl)[S:41]1(=[O:48])=[O:47])([CH3:39])([CH3:38])[CH3:37].ClCCl.C(=O)([O-])[O-].[K+].[K+]. Product: [C:1]([O:5][C:6]([NH:8][C@H:9]([C:10]([O:12][CH2:13][C:14]1[CH:15]=[CH:16][CH:17]=[CH:18][CH:19]=1)=[O:11])[CH2:20][C:21]1[CH:22]=[CH:23][C:24]([C:42]2[S:41](=[O:47])(=[O:48])[N:40]([C:36]([CH3:38])([CH3:37])[CH3:39])[C:44](=[O:45])[CH:43]=2)=[CH:25][CH:26]=1)=[O:7])([CH3:3])([CH3:2])[CH3:4]. The catalyst class is: 75.